Dataset: Reaction yield outcomes from USPTO patents with 853,638 reactions. Task: Predict the reaction yield, written as a fraction of the theoretical maximum amount of product (1.0 means a 100% yield; for example, 0.34 means a 34% yield). (1) The reactants are [Br:1][C:2]1[CH:3]=[CH:4][C:5]([NH:8][NH:9][C:10](=O)[CH:11]([C:13]2[N:14]=[N:15][C:16]([Cl:19])=[CH:17][CH:18]=2)[CH3:12])=[N:6][CH:7]=1.P(Cl)(Cl)(Cl)=O.C([O-])(O)=O.[Na+]. The catalyst is CCOC(C)=O. The product is [Br:1][C:2]1[CH:3]=[CH:4][C:5]2[N:6]([C:10]([CH:11]([C:13]3[N:14]=[N:15][C:16]([Cl:19])=[CH:17][CH:18]=3)[CH3:12])=[N:9][N:8]=2)[CH:7]=1. The yield is 0.463. (2) The reactants are [C:9](O[C:9]([O:11][C:12]([CH3:15])([CH3:14])[CH3:13])=[O:10])([O:11][C:12]([CH3:15])([CH3:14])[CH3:13])=[O:10].[Br:16][C:17]1[CH:22]=[CH:21][C:20]([CH2:23][CH2:24][NH2:25])=[CH:19][CH:18]=1.[Br:16][C:17]1[CH:22]=[CH:21][C:20]([CH2:23][CH2:24][NH2:25])=[CH:19][CH:18]=1.CCN(C(C)C)C(C)C. The catalyst is ClCCl. The product is [Br:16][C:17]1[CH:22]=[CH:21][C:20]([CH2:23][CH2:24][NH:25][C:9](=[O:10])[O:11][C:12]([CH3:13])([CH3:14])[CH3:15])=[CH:19][CH:18]=1. The yield is 0.850. (3) The reactants are [NH:1]1[C:5]2([CH2:14][CH2:13][C:8]3([O:12][CH2:11][CH2:10][O:9]3)[CH2:7][CH2:6]2)[C:4](=O)[NH:3][C:2]1=[O:16].[H-].[H-].[H-].[H-].[Li+].[Al+3].[C@H](O)(C([O-])=O)[C@@H](O)C([O-])=O.[Na+].[K+]. The catalyst is C1COCC1. The yield is 0.570. The product is [NH:1]1[C:5]2([CH2:14][CH2:13][C:8]3([O:12][CH2:11][CH2:10][O:9]3)[CH2:7][CH2:6]2)[CH2:4][NH:3][C:2]1=[O:16].